Dataset: Reaction yield outcomes from USPTO patents with 853,638 reactions. Task: Predict the reaction yield, written as a fraction of the theoretical maximum amount of product (1.0 means a 100% yield; for example, 0.34 means a 34% yield). (1) The reactants are C[Si](C)(C)[N-][Si](C)(C)C.[K+].C1COCC1.[CH3:16][O:17][C:18]1[CH:35]=[CH:34][C:21]([CH2:22][O:23][C:24]2[CH:29]=[CH:28][C:27]([C:30](=[O:33])[CH2:31][CH3:32])=[CH:26][CH:25]=2)=[CH:20][CH:19]=1.[C:36]([Si:40]([CH3:43])([CH3:42])Cl)([CH3:39])([CH3:38])[CH3:37]. The catalyst is O. The product is [C:36]([Si:40]([O:33]/[C:30](/[C:27]1[CH:28]=[CH:29][C:24]([O:23][CH2:22][C:21]2[CH:34]=[CH:35][C:18]([O:17][CH3:16])=[CH:19][CH:20]=2)=[CH:25][CH:26]=1)=[CH:31]\[CH3:32])([CH3:43])[CH3:42])([CH3:39])([CH3:38])[CH3:37]. The yield is 0.950. (2) The catalyst is C1COCC1. The reactants are [Cl:1][C:2]1[N:3]=[C:4]([N:11]2[CH2:16][CH2:15][O:14][CH2:13][CH2:12]2)[C:5]2[S:10][CH:9]=[CH:8][C:6]=2[N:7]=1.[Li]CCCC.CCCCCC.CN([CH:31]=[O:32])C. The yield is 0.770. The product is [Cl:1][C:2]1[N:3]=[C:4]([N:11]2[CH2:16][CH2:15][O:14][CH2:13][CH2:12]2)[C:5]2[S:10][C:9]([CH:31]=[O:32])=[CH:8][C:6]=2[N:7]=1.